This data is from Catalyst prediction with 721,799 reactions and 888 catalyst types from USPTO. The task is: Predict which catalyst facilitates the given reaction. (1) Reactant: [CH2:1]([N:8]1[C:16]2[C:11](=[N:12][C:13]([Cl:17])=[CH:14][CH:15]=2)[CH:10]=[C:9]1Br)[C:2]1[CH:7]=[CH:6][CH:5]=[CH:4][CH:3]=1.C([Sn](CCCC)(CCCC)[C:24]1[N:25]=[CH:26][N:27]([C:29]([C:42]2[CH:47]=[CH:46][CH:45]=[CH:44][CH:43]=2)([C:36]2[CH:41]=[CH:40][CH:39]=[CH:38][CH:37]=2)[C:30]2[CH:35]=[CH:34][CH:33]=[CH:32][CH:31]=2)[CH:28]=1)CCC. Product: [CH2:1]([N:8]1[C:16]2[C:11](=[N:12][C:13]([Cl:17])=[CH:14][CH:15]=2)[CH:10]=[C:9]1[C:24]1[N:25]=[CH:26][N:27]([C:29]([C:30]2[CH:35]=[CH:34][CH:33]=[CH:32][CH:31]=2)([C:42]2[CH:43]=[CH:44][CH:45]=[CH:46][CH:47]=2)[C:36]2[CH:37]=[CH:38][CH:39]=[CH:40][CH:41]=2)[CH:28]=1)[C:2]1[CH:7]=[CH:6][CH:5]=[CH:4][CH:3]=1. The catalyst class is: 109. (2) Reactant: [CH3:1][O:2][C:3](=[O:12])[C:4]1[CH:9]=[CH:8][CH:7]=[C:6]([OH:10])[C:5]=1[OH:11].[C:13](=O)([O-])[O-].[K+].[K+].[CH2:19](Br)[CH:20]=[CH2:21].[C:23](#N)[CH3:24]. Product: [CH3:1][O:2][C:3](=[O:12])[C:4]1[CH:9]=[CH:8][CH:7]=[C:6]([O:10][CH2:19][CH:20]=[CH2:21])[C:5]=1[O:11][CH2:13][CH:23]=[CH2:24]. The catalyst class is: 13.